From a dataset of Full USPTO retrosynthesis dataset with 1.9M reactions from patents (1976-2016). Predict the reactants needed to synthesize the given product. (1) The reactants are: [I:1][C:2]1[C:3]([O:14][CH3:15])=[N:4][N:5]([C@H:7]2[CH2:12][CH2:11][C@H:10]([OH:13])[CH2:9][CH2:8]2)[CH:6]=1.N1C=CN=C1.[Si:21](Cl)([C:24]([CH3:27])([CH3:26])[CH3:25])([CH3:23])[CH3:22]. Given the product [Si:21]([O:13][C@H:10]1[CH2:9][CH2:8][C@H:7]([N:5]2[CH:6]=[C:2]([I:1])[C:3]([O:14][CH3:15])=[N:4]2)[CH2:12][CH2:11]1)([C:24]([CH3:27])([CH3:26])[CH3:25])([CH3:23])[CH3:22], predict the reactants needed to synthesize it. (2) Given the product [CH3:25][C@H:12]1[N:11]([S:8]([C:5]2[CH:6]=[CH:7][C:2]([C:31]#[C:30][Si:27]([CH3:29])([CH3:28])[CH3:26])=[CH:3][CH:4]=2)(=[O:10])=[O:9])[CH2:16][CH2:15][N:14]([C:17]([C:19]2[CH:24]=[CH:23][CH:22]=[CH:21][CH:20]=2)=[O:18])[CH2:13]1, predict the reactants needed to synthesize it. The reactants are: Br[C:2]1[CH:7]=[CH:6][C:5]([S:8]([N:11]2[CH2:16][CH2:15][N:14]([C:17]([C:19]3[CH:24]=[CH:23][CH:22]=[CH:21][CH:20]=3)=[O:18])[CH2:13][C@H:12]2[CH3:25])(=[O:10])=[O:9])=[CH:4][CH:3]=1.[CH3:26][Si:27]([C:30]#[CH:31])([CH3:29])[CH3:28].C(N(C(C)C)CC)(C)C. (3) Given the product [N:31]([C:11]1[C:10]([S:13][CH2:14][C:15]2[CH:20]=[CH:19][C:18]([O:21][CH3:22])=[CH:17][CH:16]=2)=[CH:9][C:4]([C:5]([O:7][CH3:8])=[O:6])=[C:3]([NH:23][C:24]2[CH:29]=[CH:28][CH:27]=[CH:26][C:25]=2[F:30])[C:2]=1[F:1])=[N+:32]=[N-:33], predict the reactants needed to synthesize it. The reactants are: [F:1][C:2]1[C:3]([NH:23][C:24]2[CH:29]=[CH:28][CH:27]=[CH:26][C:25]=2[F:30])=[C:4]([CH:9]=[C:10]([S:13][CH2:14][C:15]2[CH:20]=[CH:19][C:18]([O:21][CH3:22])=[CH:17][CH:16]=2)[C:11]=1F)[C:5]([O:7][CH3:8])=[O:6].[N-:31]=[N+:32]=[N-:33].CCOCC.S1(CCCC1)(=O)=O. (4) Given the product [C:30]([OH:37])(=[O:36])/[CH:31]=[CH:32]/[C:33]([OH:35])=[O:34].[CH:6]([N:9]1[CH2:14][CH2:13][N:12]([C:15]([C:17]2[CH:18]=[CH:19][C:20]([CH2:23][N:24]3[CH2:25][CH2:26][O:27][CH2:28][CH2:29]3)=[CH:21][CH:22]=2)=[O:16])[CH2:11][CH2:10]1)([CH3:8])[CH3:7], predict the reactants needed to synthesize it. The reactants are: C1COCC1.[CH:6]([N:9]1[CH2:14][CH2:13][N:12]([C:15]([C:17]2[CH:22]=[CH:21][C:20]([CH2:23][N:24]3[CH2:29][CH2:28][O:27][CH2:26][CH2:25]3)=[CH:19][CH:18]=2)=[O:16])[CH2:11][CH2:10]1)([CH3:8])[CH3:7].[C:30]([OH:37])(=[O:36])/[CH:31]=[CH:32]/[C:33]([OH:35])=[O:34]. (5) The reactants are: [NH2:1][C:2]1[C:7]([OH:8])=[CH:6][C:5]([Cl:9])=[CH:4][N:3]=1.Br[CH2:11][C:12]1[CH:13]=[C:14]([CH:19]=[CH:20][CH:21]=1)[C:15]([O:17][CH3:18])=[O:16]. Given the product [NH2:1][C:2]1[C:7]([O:8][CH2:11][C:12]2[CH:13]=[C:14]([CH:19]=[CH:20][CH:21]=2)[C:15]([O:17][CH3:18])=[O:16])=[CH:6][C:5]([Cl:9])=[CH:4][N:3]=1, predict the reactants needed to synthesize it. (6) Given the product [C:2]1([NH:1][C:17]([CH:14]2[CH2:16][CH2:15]2)=[O:18])[CH:7]=[CH:6][CH:5]=[CH:4][CH:3]=1, predict the reactants needed to synthesize it. The reactants are: [NH2:1][C:2]1[CH:7]=[CH:6][CH:5]=[CH:4][CH:3]=1.C(=O)([O-])[O-].[K+].[K+].[CH:14]1([C:17](Cl)=[O:18])[CH2:16][CH2:15]1.